This data is from Reaction yield outcomes from USPTO patents with 853,638 reactions. The task is: Predict the reaction yield, written as a fraction of the theoretical maximum amount of product (1.0 means a 100% yield; for example, 0.34 means a 34% yield). The reactants are [C:1]([O:4][C@@H:5]1[CH2:9][C@@H:8]([CH2:10][O:11][Si](C(C)(C)C)(C)C)[O:7][C@H:6]1[N:19]1[CH:27]=[N:26][C:25]2[C:20]1=[N:21][CH:22]=[N:23][C:24]=2[NH2:28])(=[O:3])[CH3:2]. The catalyst is C1COCC1. The product is [C:1]([O:4][C@@H:5]1[CH2:9][C@@H:8]([CH2:10][OH:11])[O:7][C@H:6]1[N:19]1[CH:27]=[N:26][C:25]2[C:20]1=[N:21][CH:22]=[N:23][C:24]=2[NH2:28])(=[O:3])[CH3:2]. The yield is 0.900.